From a dataset of Full USPTO retrosynthesis dataset with 1.9M reactions from patents (1976-2016). Predict the reactants needed to synthesize the given product. (1) The reactants are: Cl[C:2]1[N:7]=[C:6]([N:8]([C:10]2[CH:15]=[C:14]([N+:16]([O-:18])=[O:17])[CH:13]=[CH:12][C:11]=2[F:19])[CH3:9])[C:5]([Cl:20])=[CH:4][N:3]=1.[CH3:21][N:22]1[CH:26]=[C:25]([NH2:27])[CH:24]=[N:23]1. Given the product [Cl:20][C:5]1[C:6]([N:8]([C:10]2[CH:15]=[C:14]([N+:16]([O-:18])=[O:17])[CH:13]=[CH:12][C:11]=2[F:19])[CH3:9])=[N:7][C:2]([NH:27][C:25]2[CH:24]=[N:23][N:22]([CH3:21])[CH:26]=2)=[N:3][CH:4]=1, predict the reactants needed to synthesize it. (2) Given the product [Cl:26][C:22]1[CH:21]=[C:20]([C:18]2[C:17]3[C:12](=[CH:13][CH:14]=[C:15]([C:27]([C:35]4[CH:36]=[CH:37][C:38]([Cl:41])=[CH:39][CH:40]=4)([C:29]4[N:33]([CH3:34])[CH:32]=[N:31][CH:30]=4)[OH:28])[CH:16]=3)[N:11]=[C:10]([C:2]#[C:1][C:3]3[CH:8]=[CH:7][CH:6]=[CH:5][CH:4]=3)[CH:19]=2)[CH:25]=[CH:24][CH:23]=1, predict the reactants needed to synthesize it. The reactants are: [C:1]([C:3]1[CH:8]=[CH:7][CH:6]=[CH:5][CH:4]=1)#[CH:2].Cl[C:10]1[CH:19]=[C:18]([C:20]2[CH:25]=[CH:24][CH:23]=[C:22]([Cl:26])[CH:21]=2)[C:17]2[C:12](=[CH:13][CH:14]=[C:15]([C:27]([C:35]3[CH:40]=[CH:39][C:38]([Cl:41])=[CH:37][CH:36]=3)([C:29]3[N:33]([CH3:34])[CH:32]=[N:31][CH:30]=3)[OH:28])[CH:16]=2)[N:11]=1.CN(C=O)C. (3) The reactants are: [CH2:1]([Li])[CH2:2][CH2:3][CH3:4].[CH3:6][CH2:7][CH2:8][CH2:9][CH2:10][CH3:11]. Given the product [C:3]([C:2]1([CH2:1][CH2:8][CH2:7][CH2:6][CH3:11])[CH2:4][C:9]2[C:10]([CH3:10])([CH3:2])[CH2:11][CH2:6][C:7]([CH3:1])([CH3:9])[C:8]=2[CH2:3]1)#[CH:4], predict the reactants needed to synthesize it. (4) Given the product [N:22]1([CH2:21][CH2:20][O:1][C:2]2[CH:3]=[CH:4][C:5]([C:6]([O:8][CH3:9])=[O:7])=[CH:10][CH:11]=2)[CH2:27][CH2:26][O:25][CH2:24][CH2:23]1, predict the reactants needed to synthesize it. The reactants are: [OH:1][C:2]1[CH:11]=[CH:10][C:5]([C:6]([O:8][CH3:9])=[O:7])=[CH:4][CH:3]=1.C([O-])([O-])=O.[K+].[K+].Cl.Cl[CH2:20][CH2:21][N:22]1[CH2:27][CH2:26][O:25][CH2:24][CH2:23]1.